This data is from Full USPTO retrosynthesis dataset with 1.9M reactions from patents (1976-2016). The task is: Predict the reactants needed to synthesize the given product. (1) Given the product [C:1]([O:10][CH:11]1[C:28]([CH3:29])([CH3:30])[O:27][C:26]2[C:13](=[C:14]3[C:23](=[C:24]([O:31][CH3:32])[CH:25]=2)[C:22](=[O:33])[C:21]2[CH:20]=[C:19]4[CH:34]=[CH:35][CH:36]=[CH:37][C:18]4=[CH:17][C:16]=2[NH:15]3)[C:12]1=[O:38])(=[O:4])[CH2:2][CH3:3], predict the reactants needed to synthesize it. The reactants are: [C:1](O[C:1](=[O:4])[CH2:2][CH3:3])(=[O:4])[CH2:2][CH3:3].[OH:10][CH:11]1[C:28]([CH3:30])([CH3:29])[O:27][C:26]2[C:13](=[C:14]3[C:23](=[C:24]([O:31][CH3:32])[CH:25]=2)[C:22](=[O:33])[C:21]2[CH:20]=[C:19]4[CH:34]=[CH:35][CH:36]=[CH:37][C:18]4=[CH:17][C:16]=2[NH:15]3)[C:12]1=[O:38]. (2) Given the product [Br:1][C:2]1[CH:3]=[N:4][C:5]2[N:6]([N:8]=[C:9]([C:11]([N:16]3[CH2:17][CH2:18][C:19]4[C:24](=[CH:23][CH:22]=[CH:21][C:20]=4[C:25]4[CH:26]=[CH:27][N:28]=[CH:29][CH:30]=4)[N:15]3[CH3:14])=[O:13])[CH:10]=2)[CH:7]=1, predict the reactants needed to synthesize it. The reactants are: [Br:1][C:2]1[CH:3]=[N:4][C:5]2[N:6]([N:8]=[C:9]([C:11]([OH:13])=O)[CH:10]=2)[CH:7]=1.[CH3:14][N:15]1[C:24]2[C:19](=[C:20]([C:25]3[CH:30]=[CH:29][N:28]=[CH:27][CH:26]=3)[CH:21]=[CH:22][CH:23]=2)[CH2:18][CH2:17][NH:16]1. (3) The reactants are: [CH:1]#[C:2][CH2:3][CH3:4].Br[C:6]1[CH:7]=[N:8][CH:9]=[C:10]([Br:12])[CH:11]=1. Given the product [Br:12][C:10]1[CH:9]=[N:8][CH:7]=[C:6]([C:1]#[C:2][CH2:3][CH3:4])[CH:11]=1, predict the reactants needed to synthesize it. (4) Given the product [CH2:33]([N:35]1[CH2:40][CH2:39][CH:38]([CH2:41][NH:42][C:3]([C:2]([NH:7][C:8](=[O:32])[C:9]2[CH:10]=[CH:11][C:12]([S:15](=[O:31])(=[O:30])[NH:16][C:17]3[CH:22]=[CH:21][CH:20]=[CH:19][C:18]=3[O:23][C:24]3[CH:29]=[CH:28][CH:27]=[CH:26][CH:25]=3)=[CH:13][CH:14]=2)([CH3:1])[CH3:6])=[O:4])[CH2:37][CH2:36]1)[CH3:34], predict the reactants needed to synthesize it. The reactants are: [CH3:1][C:2]([NH:7][C:8](=[O:32])[C:9]1[CH:14]=[CH:13][C:12]([S:15](=[O:31])(=[O:30])[NH:16][C:17]2[CH:22]=[CH:21][CH:20]=[CH:19][C:18]=2[O:23][C:24]2[CH:29]=[CH:28][CH:27]=[CH:26][CH:25]=2)=[CH:11][CH:10]=1)([CH3:6])[C:3](O)=[O:4].[CH2:33]([N:35]1[CH2:40][CH2:39][CH:38]([CH2:41][NH2:42])[CH2:37][CH2:36]1)[CH3:34].